This data is from Reaction yield outcomes from USPTO patents with 853,638 reactions. The task is: Predict the reaction yield, written as a fraction of the theoretical maximum amount of product (1.0 means a 100% yield; for example, 0.34 means a 34% yield). (1) The reactants are Cl[C:2]1[CH:3]=[C:4]2[CH:10]=[C:9]([CH:11]3[CH2:14][CH2:13][CH2:12]3)[NH:8][C:5]2=[CH:6][N:7]=1.[NH3:15].O. The catalyst is CCO. The product is [CH:11]1([C:9]2[NH:8][C:5]3=[CH:6][N:7]=[C:2]([NH2:15])[CH:3]=[C:4]3[CH:10]=2)[CH2:14][CH2:13][CH2:12]1. The yield is 0.220. (2) The reactants are C(NC1C=CC(C2C=C3C(CN([C@@H](C(C)C)C(O)=O)C3=O)=CC=2)=CC=1)(=O)C1C=CC=CC=1.[Cl:33][C:34]1[CH:67]=[CH:66][C:37]([C:38]([NH:40][C:41]2[CH:46]=[CH:45][C:44]([C:47]3[CH:55]=[C:54]4[C:50]([CH2:51][N:52]([C:57]5([C:62]([O:64]C)=[O:63])[CH2:61][CH2:60][CH2:59][CH2:58]5)[C:53]4=[O:56])=[CH:49][CH:48]=3)=[CH:43][CH:42]=2)=[O:39])=[CH:36][CH:35]=1. No catalyst specified. The product is [Cl:33][C:34]1[CH:67]=[CH:66][C:37]([C:38]([NH:40][C:41]2[CH:46]=[CH:45][C:44]([C:47]3[CH:55]=[C:54]4[C:50]([CH2:51][N:52]([C:57]5([C:62]([OH:64])=[O:63])[CH2:58][CH2:59][CH2:60][CH2:61]5)[C:53]4=[O:56])=[CH:49][CH:48]=3)=[CH:43][CH:42]=2)=[O:39])=[CH:36][CH:35]=1. The yield is 0.700.